Dataset: Reaction yield outcomes from USPTO patents with 853,638 reactions. Task: Predict the reaction yield, written as a fraction of the theoretical maximum amount of product (1.0 means a 100% yield; for example, 0.34 means a 34% yield). The reactants are Cl.[Br:2][C:3]1[CH:4]=[CH:5][C:6]([CH2:9]Cl)=[N:7][CH:8]=1.[OH:11][N:12]1[C:16](=[O:17])[C:15]2=[CH:18][CH:19]=[CH:20][CH:21]=[C:14]2[C:13]1=[O:22].C(N(CC)C(C)C)(C)C. The catalyst is C(#N)C.O. The product is [Br:2][C:3]1[CH:4]=[CH:5][C:6]([CH2:9][O:11][N:12]2[C:16](=[O:17])[C:15]3[C:14](=[CH:21][CH:20]=[CH:19][CH:18]=3)[C:13]2=[O:22])=[N:7][CH:8]=1. The yield is 0.840.